Dataset: Reaction yield outcomes from USPTO patents with 853,638 reactions. Task: Predict the reaction yield, written as a fraction of the theoretical maximum amount of product (1.0 means a 100% yield; for example, 0.34 means a 34% yield). (1) The reactants are [Cl:1][C:2]1[CH:3]=[C:4]([CH2:10][OH:11])[CH:5]=[N:6][C:7]=1[O:8][CH3:9].[H-].[Na+].[Cl:14][C:15]1[CH:16]=[C:17]([CH:20]=[CH:21][C:22]=1F)[C:18]#[N:19]. The catalyst is CN(C=O)C. The product is [Cl:14][C:15]1[CH:16]=[C:17]([CH:20]=[CH:21][C:22]=1[O:11][CH2:10][C:4]1[CH:5]=[N:6][C:7]([O:8][CH3:9])=[C:2]([Cl:1])[CH:3]=1)[C:18]#[N:19]. The yield is 0.720. (2) The reactants are [N:1]1[CH:6]=[CH:5][CH:4]=[CH:3][C:2]=1[CH:7]=[CH:8][CH2:9][CH2:10][CH2:11][C:12]([O:14][CH3:15])=[O:13]. The catalyst is [Pd].CO. The product is [N:1]1[CH:6]=[CH:5][CH:4]=[CH:3][C:2]=1[CH2:7][CH2:8][CH2:9][CH2:10][CH2:11][C:12]([O:14][CH3:15])=[O:13]. The yield is 0.940. (3) The reactants are [Li+].CC(O[Al-](OC(C)(C)C)OC(C)(C)C)(C)C.[C:18]1([C:26](OCC)=[O:27])([C:21]([O:23][CH2:24][CH3:25])=[O:22])[CH2:20][CH2:19]1. The catalyst is C1COCC1.C(Cl)Cl. The product is [CH2:24]([O:23][C:21]([C:18]1([CH2:26][OH:27])[CH2:20][CH2:19]1)=[O:22])[CH3:25]. The yield is 0.850. (4) The reactants are [C:1]([N:4]1[C:12]2[C:7](=[CH:8][C:9]([NH2:13])=[CH:10][CH:11]=2)[C:6]([C:14]2[CH:19]=[CH:18][CH:17]=[CH:16][CH:15]=2)=[N:5]1)(=[O:3])[CH3:2].C(N(CC)CC)C.Cl.[CH3:28][O:29][C:30](=[O:40])[C:31]1[CH:39]=[CH:38][C:34]([C:35](O)=[O:36])=[CH:33][CH:32]=1. The catalyst is CN(C)C1C=CN=CC=1.ClCCl. The product is [C:1]([N:4]1[C:12]2[C:7](=[CH:8][C:9]([NH:13][C:35]([C:34]3[CH:38]=[CH:39][C:31]([C:30]([O:29][CH3:28])=[O:40])=[CH:32][CH:33]=3)=[O:36])=[CH:10][CH:11]=2)[C:6]([C:14]2[CH:19]=[CH:18][CH:17]=[CH:16][CH:15]=2)=[N:5]1)(=[O:3])[CH3:2]. The yield is 0.750. (5) The reactants are [CH3:1][O:2][C:3]1[CH:4]=[C:5]2[C:10](=[CH:11][C:12]=1[O:13][CH3:14])[N:9]=[CH:8][CH:7]=[C:6]2[O:15][C:16]1[C:22]([CH3:23])=[CH:21][C:19]([NH2:20])=[C:18]([CH3:24])[CH:17]=1.Cl[C:26](Cl)([O:28][C:29](=[O:35])OC(Cl)(Cl)Cl)Cl.[CH:37]1(O)[CH2:41]C[CH2:39][CH2:38]1.C(=O)(O)[O-].[Na+]. The catalyst is C(Cl)Cl.C(N(CC)CC)C.C1(C)C=CC=CC=1. The product is [CH3:1][O:2][C:3]1[CH:4]=[C:5]2[C:10](=[CH:11][C:12]=1[O:13][CH3:14])[N:9]=[CH:8][CH:7]=[C:6]2[O:15][C:16]1[C:22]([CH3:23])=[CH:21][C:19]([NH:20][C:29](=[O:35])[O:28][CH:26]2[CH2:39][CH2:38][CH2:37][CH2:41]2)=[C:18]([CH3:24])[CH:17]=1. The yield is 0.990. (6) The reactants are [NH2:1][C:2]1[N:6]([CH3:7])[C:5](=[O:8])[C:4]([C:19]2[CH:24]=[CH:23][CH:22]=[C:21](Br)[CH:20]=2)([C:9]2[CH:14]=[CH:13][CH:12]=[C:11]([Si:15]([CH3:18])([CH3:17])[CH3:16])[CH:10]=2)[N:3]=1.[N:26]1[CH:31]=[C:30](B(O)O)[CH:29]=[N:28][CH:27]=1.C(=O)([O-])[O-].[K+].[K+]. The catalyst is O1CCCC1.O. The product is [NH2:1][C:2]1[N:6]([CH3:7])[C:5](=[O:8])[C:4]([C:19]2[CH:24]=[CH:23][CH:22]=[C:21]([C:30]3[CH:31]=[N:26][CH:27]=[N:28][CH:29]=3)[CH:20]=2)([C:9]2[CH:14]=[CH:13][CH:12]=[C:11]([Si:15]([CH3:18])([CH3:17])[CH3:16])[CH:10]=2)[N:3]=1. The yield is 0.300.